Dataset: Full USPTO retrosynthesis dataset with 1.9M reactions from patents (1976-2016). Task: Predict the reactants needed to synthesize the given product. (1) Given the product [C:1]1([C:7]#[C:8][C:15]2[CH:20]=[CH:19][CH:18]=[CH:17][CH:16]=2)[CH:6]=[CH:5][CH:4]=[CH:3][CH:2]=1, predict the reactants needed to synthesize it. The reactants are: [C:1]1([C:7]#[CH:8])[CH:6]=[CH:5][CH:4]=[CH:3][CH:2]=1.C([Li])CCC.C(#N)[C:15]1[CH:20]=[CH:19][CH:18]=[CH:17][CH:16]=1.CP(C)C.CCCCCCCCCCCCC. (2) Given the product [Cl:17][CH2:11][C:8]1[CH:9]=[CH:10][C:5]([CH2:1][CH:2]([CH3:4])[CH3:3])=[C:6]([O:13][CH3:14])[CH:7]=1, predict the reactants needed to synthesize it. The reactants are: [CH2:1]([C:5]1[CH:10]=[CH:9][C:8]([CH2:11]O)=[CH:7][C:6]=1[O:13][CH3:14])[CH:2]([CH3:4])[CH3:3].S(Cl)([Cl:17])=O.